Dataset: Peptide-MHC class I binding affinity with 185,985 pairs from IEDB/IMGT. Task: Regression. Given a peptide amino acid sequence and an MHC pseudo amino acid sequence, predict their binding affinity value. This is MHC class I binding data. (1) The peptide sequence is SIKFKRKLM. The MHC is HLA-B40:01 with pseudo-sequence HLA-B40:01. The binding affinity (normalized) is 0.0847. (2) The peptide sequence is EEIRRIWRQ. The MHC is HLA-B08:03 with pseudo-sequence HLA-B08:03. The binding affinity (normalized) is 0.0847. (3) The peptide sequence is FLVINRLGA. The MHC is HLA-A02:01 with pseudo-sequence HLA-A02:01. The binding affinity (normalized) is 0.383. (4) The peptide sequence is RTFSILNRK. The MHC is HLA-A69:01 with pseudo-sequence HLA-A69:01. The binding affinity (normalized) is 0.0847. (5) The peptide sequence is YLQQNWWTL. The MHC is HLA-A68:02 with pseudo-sequence HLA-A68:02. The binding affinity (normalized) is 0.276. (6) The peptide sequence is AITDNGPMPY. The MHC is HLA-A68:01 with pseudo-sequence HLA-A68:01. The binding affinity (normalized) is 0.0697.